From a dataset of Forward reaction prediction with 1.9M reactions from USPTO patents (1976-2016). Predict the product of the given reaction. (1) Given the reactants [Cl:1][C:2]1[CH:7]=[C:6]([F:8])[CH:5]=[CH:4][C:3]=1[NH:9][C:10]1[N:15]2[N:16]=[CH:17][C:18]([S:19]([NH2:22])(=[O:21])=[O:20])=[C:14]2[N:13]=[CH:12][C:11]=1[C:23]([N:25]1[CH2:30][CH2:29][CH:28]([C:31]2[CH:36]=[CH:35][C:34]([F:37])=[CH:33][CH:32]=2)[CH2:27][CH2:26]1)=[O:24].[CH:38]1([N:41]=[C:42]=[O:43])[CH2:40][CH2:39]1, predict the reaction product. The product is: [Cl:1][C:2]1[CH:7]=[C:6]([F:8])[CH:5]=[CH:4][C:3]=1[NH:9][C:10]1[N:15]2[N:16]=[CH:17][C:18]([S:19]([NH:22][C:42](=[O:43])[NH:41][CH:38]3[CH2:40][CH2:39]3)(=[O:21])=[O:20])=[C:14]2[N:13]=[CH:12][C:11]=1[C:23]([N:25]1[CH2:26][CH2:27][CH:28]([C:31]2[CH:32]=[CH:33][C:34]([F:37])=[CH:35][CH:36]=2)[CH2:29][CH2:30]1)=[O:24]. (2) Given the reactants [Si:1](Cl)([C:4]([CH3:7])([CH3:6])[CH3:5])([CH3:3])[CH3:2].N1C=CN=C1.CN(C=O)C.[NH2:19][C:20]1[CH:21]=[C:22]([OH:26])[CH:23]=[CH:24][CH:25]=1, predict the reaction product. The product is: [Si:1]([O:26][C:22]1[CH:21]=[C:20]([NH2:19])[CH:25]=[CH:24][CH:23]=1)([C:4]([CH3:7])([CH3:6])[CH3:5])([CH3:3])[CH3:2]. (3) Given the reactants [NH2:1][C:2]1[CH:3]=[C:4]([NH:22][C:23](=[O:32])[O:24][CH2:25][C:26]2[CH:31]=[CH:30][CH:29]=[CH:28][CH:27]=2)[CH:5]=[N:6][C:7]=1[S:8](=[O:21])(=[O:20])[NH:9][C:10]1[CH:11]=[CH:12][C:13]2[CH2:17][O:16][B:15]([OH:18])[C:14]=2[CH:19]=1.[N:33]([CH2:36][CH3:37])=[C:34]=[O:35], predict the reaction product. The product is: [CH2:36]([NH:33][C:34](=[O:35])[NH:1][C:2]1[CH:3]=[C:4]([NH:22][C:23](=[O:32])[O:24][CH2:25][C:26]2[CH:27]=[CH:28][CH:29]=[CH:30][CH:31]=2)[CH:5]=[N:6][C:7]=1[S:8](=[O:21])(=[O:20])[NH:9][C:10]1[CH:11]=[CH:12][C:13]2[CH2:17][O:16][B:15]([OH:18])[C:14]=2[CH:19]=1)[CH3:37]. (4) Given the reactants C[O:2][C:3]1[CH:4]=[C:5]2[C:9](=[CH:10][CH:11]=1)[N:8]([C:12]([C:14]1[CH:15]=[C:16]([CH:21]=[CH:22][CH:23]=1)[C:17]([O:19][CH3:20])=[O:18])=[O:13])[CH:7]=[CH:6]2.B(Br)(Br)Br, predict the reaction product. The product is: [OH:2][C:3]1[CH:4]=[C:5]2[C:9](=[CH:10][CH:11]=1)[N:8]([C:12]([C:14]1[CH:15]=[C:16]([CH:21]=[CH:22][CH:23]=1)[C:17]([O:19][CH3:20])=[O:18])=[O:13])[CH:7]=[CH:6]2. (5) Given the reactants [CH3:1][C:2]1[C:6]([C:7]2[CH:16]=[C:15]3[C:10]([C:11]([OH:22])=[C:12]([C:17]([O:19]CC)=[O:18])[CH:13]=[N:14]3)=[CH:9][C:8]=2[O:23][CH3:24])=[C:5]([CH3:25])[O:4][N:3]=1.[OH-].[Na+], predict the reaction product. The product is: [CH3:1][C:2]1[C:6]([C:7]2[CH:16]=[C:15]3[C:10]([C:11]([OH:22])=[C:12]([C:17]([OH:19])=[O:18])[CH:13]=[N:14]3)=[CH:9][C:8]=2[O:23][CH3:24])=[C:5]([CH3:25])[O:4][N:3]=1. (6) Given the reactants [CH3:1][C@@H:2]1[CH2:6][CH2:5][CH2:4][N:3]1[CH2:7][CH2:8][CH2:9][O:10][C:11]1[CH:16]=[CH:15][C:14]([N:17]2[CH2:22][CH2:21][NH:20][CH2:19][C:18]2=[O:23])=[CH:13][CH:12]=1.[F:24][C:25]1[CH:33]=[C:32]([F:34])[CH:31]=[CH:30][C:26]=1[C:27]([OH:29])=[O:28].CN(C(ON1N=NC2C=CC=CC1=2)=[N+](C)C)C.[B-](F)(F)(F)F, predict the reaction product. The product is: [CH:27]([OH:29])=[O:28].[F:24][C:25]1[CH:33]=[C:32]([F:34])[CH:31]=[CH:30][C:26]=1[C:27]([N:20]1[CH2:21][CH2:22][N:17]([C:14]2[CH:15]=[CH:16][C:11]([O:10][CH2:9][CH2:8][CH2:7][N:3]3[CH2:4][CH2:5][CH2:6][C@H:2]3[CH3:1])=[CH:12][CH:13]=2)[C:18](=[O:23])[CH2:19]1)=[O:28]. (7) Given the reactants [S:1]1[C:5]([N:6]([CH3:22])[C:7]([CH:9]2[CH2:14][CH2:13][N:12](C(OC(C)(C)C)=O)[CH2:11][CH2:10]2)=[O:8])=[CH:4][CH:3]=[N:2]1.[ClH:23], predict the reaction product. The product is: [ClH:23].[S:1]1[C:5]([N:6]([CH3:22])[C:7]([CH:9]2[CH:10]3[CH:14]2[CH2:13][NH:12][CH2:11]3)=[O:8])=[CH:4][CH:3]=[N:2]1.